Dataset: Reaction yield outcomes from USPTO patents with 853,638 reactions. Task: Predict the reaction yield, written as a fraction of the theoretical maximum amount of product (1.0 means a 100% yield; for example, 0.34 means a 34% yield). (1) The reactants are [K].[SH:2][C:3]1[S:4][C:5]2[C:6]([N:16]=1)=[N:7][CH:8]=[C:9]([C:11]([O:13][CH2:14][CH3:15])=[O:12])[CH:10]=2.I[CH3:18]. The catalyst is CN(C=O)C. The product is [CH3:18][S:2][C:3]1[S:4][C:5]2[C:6]([N:16]=1)=[N:7][CH:8]=[C:9]([C:11]([O:13][CH2:14][CH3:15])=[O:12])[CH:10]=2. The yield is 0.820. (2) The reactants are [CH:1]1([CH2:4][O:5][C:6]2[CH:14]=[CH:13][C:9]([C:10]([OH:12])=O)=[CH:8][CH:7]=2)[CH2:3][CH2:2]1.[NH2:15][C:16]1[CH:17]=[C:18]2[C:22](=[CH:23][CH:24]=1)[NH:21][C:20]([C:25]([O:27][CH2:28][CH3:29])=[O:26])=[CH:19]2.Cl.C(N=C=NCCCN(C)C)C.ON1C2C=CC=CC=2N=N1. The catalyst is CN(C=O)C. The product is [CH:1]1([CH2:4][O:5][C:6]2[CH:7]=[CH:8][C:9]([C:10]([NH:15][C:16]3[CH:17]=[C:18]4[C:22](=[CH:23][CH:24]=3)[NH:21][C:20]([C:25]([O:27][CH2:28][CH3:29])=[O:26])=[CH:19]4)=[O:12])=[CH:13][CH:14]=2)[CH2:2][CH2:3]1. The yield is 0.720. (3) The reactants are [F:1][C:2]1[C:3](I)=[C:4]([CH:8]=[CH:9][CH:10]=1)[C:5]([OH:7])=[O:6].[NH:12]1[CH:16]=[CH:15][CH:14]=[N:13]1.CN[C@@H]1CCCC[C@H]1NC.C([O-])([O-])=O.[Cs+].[Cs+]. The yield is 0.720. The catalyst is O.[Cu]I.O1CCOCC1. The product is [F:1][C:2]1[C:3]([N:12]2[CH:16]=[CH:15][CH:14]=[N:13]2)=[C:4]([CH:8]=[CH:9][CH:10]=1)[C:5]([OH:7])=[O:6]. (4) The reactants are [Br:1][C:2]1[CH:7]=[CH:6][C:5]([C:8]2[CH:13]=[CH:12][C:11]([C:14](C)=[CH:15][CH2:16][OH:17])=[CH:10][CH:9]=2)=[CH:4][CH:3]=1.CN(C1C=CC2N=C3C(=CC(C=C3)=[N+](C)C)SC=2C=1)C.[C:39]1(=[O:45])[CH2:44][CH2:43][CH2:42][CH2:41][CH2:40]1.C1(C)C=CC(S(O)(=O)=O)=CC=1.[O:57]1[CH2:62]CCOO1. The catalyst is CC#N.C(Cl)Cl.C([O-])(O)=O.[Na+]. The product is [Br:1][C:2]1[CH:3]=[CH:4][C:5]([C:8]2[CH:9]=[CH:10][C:11]([CH:14]=[CH:15][CH:16]3[CH2:62][O:57][C:39]4([CH2:44][CH2:43][CH2:42][CH2:41][CH2:40]4)[O:45][O:17]3)=[CH:12][CH:13]=2)=[CH:6][CH:7]=1. The yield is 0.470. (5) The reactants are [C:1]([C:8]1(CN)[NH:12][CH:11]([C:13]([O:15][CH3:16])=[O:14])[CH2:10][S:9]1)([O:3][C:4]([CH3:7])([CH3:6])[CH3:5])=[O:2].[N:19]1C=CC=C[CH:20]=1. The catalyst is C1C=CC=CC=1.[O-2].[Mn+4].[O-2]. The product is [C:1]([C:8]1[S:9][C:10]([CH2:20][NH2:19])=[C:11]([C:13]([O:15][CH3:16])=[O:14])[N:12]=1)([O:3][C:4]([CH3:5])([CH3:6])[CH3:7])=[O:2]. The yield is 0.600. (6) The reactants are [F:1][CH:2]1[CH2:7][CH2:6][N:5]([C:8]2[CH:13]=[CH:12][N:11]=[CH:10][C:9]=2[N+:14]([O-])=O)[CH2:4][CH:3]1[N:17]1[C:25](=[O:26])[C:24]2[C:19](=[CH:20][CH:21]=[CH:22][CH:23]=2)[C:18]1=[O:27]. The catalyst is C(O)C.C(OCC)(=O)C. The product is [NH2:14][C:9]1[CH:10]=[N:11][CH:12]=[CH:13][C:8]=1[N:5]1[CH2:6][CH2:7][CH:2]([F:1])[CH:3]([N:17]2[C:18](=[O:27])[C:19]3[C:24](=[CH:23][CH:22]=[CH:21][CH:20]=3)[C:25]2=[O:26])[CH2:4]1. The yield is 0.870. (7) The reactants are [Cl:1][C:2]1[CH:3]=[C:4]([N:9]([CH2:22][CH2:23][CH2:24][N:25]2[CH2:30][CH2:29][CH:28]([CH2:31][C:32]3[CH:37]=[CH:36][C:35]([C:38](=[O:42])[CH:39]([CH3:41])[CH3:40])=[CH:34][CH:33]=3)[CH2:27][CH2:26]2)[C:10]([CH:12]2[CH2:17][CH2:16][N:15]([S:18]([CH3:21])(=[O:20])=[O:19])[CH2:14][CH2:13]2)=[O:11])[CH:5]=[CH:6][C:7]=1[Cl:8].[BH4-].[Na+].Cl.[OH-].[Na+]. The catalyst is CO.C1COCC1. The product is [Cl:1][C:2]1[CH:3]=[C:4]([N:9]([CH2:22][CH2:23][CH2:24][N:25]2[CH2:30][CH2:29][CH:28]([CH2:31][C:32]3[CH:33]=[CH:34][C:35]([CH:38]([OH:42])[CH:39]([CH3:40])[CH3:41])=[CH:36][CH:37]=3)[CH2:27][CH2:26]2)[C:10]([CH:12]2[CH2:17][CH2:16][N:15]([S:18]([CH3:21])(=[O:19])=[O:20])[CH2:14][CH2:13]2)=[O:11])[CH:5]=[CH:6][C:7]=1[Cl:8]. The yield is 0.880. (8) No catalyst specified. The product is [OH:32][CH2:31][CH2:30][N:29]([CH3:28])[C:18]([C:16]1[C:15]2[CH2:14][CH2:13][CH:12]([C:21]3[CH:22]=[CH:23][CH:24]=[CH:25][CH:26]=3)[O:11][C:10]=2[C:9]2[N:5]([CH2:4][CH2:3][O:2][CH3:1])[C:6]([CH3:27])=[N:7][C:8]=2[CH:17]=1)=[O:19]. The yield is 1.00. The reactants are [CH3:1][O:2][CH2:3][CH2:4][N:5]1[C:9]2[C:10]3[O:11][CH:12]([C:21]4[CH:26]=[CH:25][CH:24]=[CH:23][CH:22]=4)[CH2:13][CH2:14][C:15]=3[C:16]([C:18](O)=[O:19])=[CH:17][C:8]=2[N:7]=[C:6]1[CH3:27].[CH3:28][NH:29][CH2:30][CH2:31][OH:32]. (9) The reactants are CS(O)(=O)=O.C[O:7][C:8]1[CH:13]=[CH:12][C:11]([CH2:14][CH2:15][CH2:16][CH2:17][N:18]2[CH:22]=[CH:21][N:20]=[N:19]2)=[CH:10][CH:9]=1.Br.[OH-].[Na+]. No catalyst specified. The product is [N:18]1([CH2:17][CH2:16][CH2:15][CH2:14][C:11]2[CH:10]=[CH:9][C:8]([OH:7])=[CH:13][CH:12]=2)[CH:22]=[CH:21][N:20]=[N:19]1. The yield is 0.850.